This data is from Peptide-MHC class I binding affinity with 185,985 pairs from IEDB/IMGT. The task is: Regression. Given a peptide amino acid sequence and an MHC pseudo amino acid sequence, predict their binding affinity value. This is MHC class I binding data. (1) The peptide sequence is HMEGVFHTMW. The MHC is HLA-B53:01 with pseudo-sequence HLA-B53:01. The binding affinity (normalized) is 0.672. (2) The peptide sequence is KASTISWMMK. The MHC is HLA-A03:01 with pseudo-sequence HLA-A03:01. The binding affinity (normalized) is 0.648.